From a dataset of Full USPTO retrosynthesis dataset with 1.9M reactions from patents (1976-2016). Predict the reactants needed to synthesize the given product. (1) The reactants are: [Cl:1][C:2]1[CH:13]=[C:12]([F:14])[CH:11]=[CH:10][C:3]=1[CH:4]=[C:5]([C:8]#[N:9])[C:6]#[N:7].[BH4-].[Na+]. Given the product [Cl:1][C:2]1[CH:13]=[C:12]([F:14])[CH:11]=[CH:10][C:3]=1[CH2:4][CH:5]([C:6]#[N:7])[C:8]#[N:9], predict the reactants needed to synthesize it. (2) Given the product [F:12][C:4]1[C:5]([O:10][CH3:11])=[CH:6][C:7]([O:8][CH3:9])=[C:2]([F:1])[C:3]=1[N:13]1[CH2:18][C:17]2[CH:19]=[N:20][C:21]3[NH:25][C:24]([CH2:26][CH2:27][CH:28]=[O:29])=[CH:23][C:22]=3[C:16]=2[N:15]([CH3:30])[C:14]1=[O:31], predict the reactants needed to synthesize it. The reactants are: [F:1][C:2]1[C:7]([O:8][CH3:9])=[CH:6][C:5]([O:10][CH3:11])=[C:4]([F:12])[C:3]=1[N:13]1[CH2:18][C:17]2[CH:19]=[N:20][C:21]3[NH:25][C:24]([CH2:26][CH2:27][CH2:28][OH:29])=[CH:23][C:22]=3[C:16]=2[N:15]([CH3:30])[C:14]1=[O:31].C(Cl)Cl.CC(OI1(OC(C)=O)(OC(C)=O)OC(=O)C2C=CC=CC1=2)=O. (3) Given the product [CH2:10]([O:12][C:13](=[O:21])[C:14]1[CH:19]=[CH:18][C:17]([CH:5]2[CH2:7][CH2:6]2)=[CH:16][CH:15]=1)[CH3:11], predict the reactants needed to synthesize it. The reactants are: [Cl-].[Cl-].[Cl-].[In+3].[CH:5]1([Mg]Br)[CH2:7][CH2:6]1.[CH2:10]([O:12][C:13](=[O:21])[C:14]1[CH:19]=[CH:18][C:17](I)=[CH:16][CH:15]=1)[CH3:11]. (4) Given the product [NH2:1][C:2]1[CH:9]=[C:8]([O:19][CH2:18][CH:14]2[CH2:15][CH2:16][CH2:17][N:12]([CH3:11])[CH2:13]2)[C:5]([C:6]#[N:7])=[CH:4][N:3]=1, predict the reactants needed to synthesize it. The reactants are: [NH2:1][C:2]1[CH:9]=[C:8](F)[C:5]([C:6]#[N:7])=[CH:4][N:3]=1.[CH3:11][N:12]1[CH2:17][CH2:16][CH2:15][CH:14]([CH2:18][OH:19])[CH2:13]1. (5) Given the product [CH2:35]([O:34][C:32](=[O:33])[CH2:31][O:23][C:18]1[CH:19]=[CH:20][CH:21]=[CH:22][C:17]=1[C:13]1[C:14]([CH3:16])=[CH:15][N:11]([CH:10]([C:9](=[O:27])[NH:8][CH2:7][C:6]2[CH:5]=[CH:4][C:3]([C:1]#[N:2])=[CH:29][CH:28]=2)[O:24][CH2:25][CH3:26])[N:12]=1)[CH3:36], predict the reactants needed to synthesize it. The reactants are: [C:1]([C:3]1[CH:29]=[CH:28][C:6]([CH2:7][NH:8][C:9](=[O:27])[CH:10]([O:24][CH2:25][CH3:26])[N:11]2[CH:15]=[C:14]([CH3:16])[C:13]([C:17]3[CH:22]=[CH:21][CH:20]=[CH:19][C:18]=3[OH:23])=[N:12]2)=[CH:5][CH:4]=1)#[N:2].I[CH2:31][C:32]([O:34][CH2:35][CH3:36])=[O:33]. (6) Given the product [CH:20]1([CH2:19][CH:18]([C:26]2[CH:27]=[CH:28][C:29]([C:32]3[CH:37]=[CH:36][C:35]([C:38]([F:39])([F:40])[F:41])=[CH:34][CH:33]=3)=[CH:30][CH:31]=2)[O:17][C:14]2[CH:15]=[CH:16][C:11]([C:10]([NH:9][CH2:8][CH2:7][C:6]([OH:43])=[O:5])=[O:42])=[CH:12][CH:13]=2)[CH2:25][CH2:24][CH2:23][CH2:22][CH2:21]1, predict the reactants needed to synthesize it. The reactants are: C([O:5][C:6](=[O:43])[CH2:7][CH2:8][NH:9][C:10](=[O:42])[C:11]1[CH:16]=[CH:15][C:14]([O:17][CH:18]([C:26]2[CH:31]=[CH:30][C:29]([C:32]3[CH:37]=[CH:36][C:35]([C:38]([F:41])([F:40])[F:39])=[CH:34][CH:33]=3)=[CH:28][CH:27]=2)[CH2:19][CH:20]2[CH2:25][CH2:24][CH2:23][CH2:22][CH2:21]2)=[CH:13][CH:12]=1)(C)(C)C.[Li+].[OH-].Cl.